From a dataset of Forward reaction prediction with 1.9M reactions from USPTO patents (1976-2016). Predict the product of the given reaction. (1) Given the reactants [CH3:1][C:2]1[N:6]=[CH:5][N:4]([C:7]2[CH:12]=[CH:11][C:10]([N+:13]([O-])=O)=[CH:9][CH:8]=2)[N:3]=1, predict the reaction product. The product is: [CH3:1][C:2]1[N:6]=[CH:5][N:4]([C:7]2[CH:12]=[CH:11][C:10]([NH2:13])=[CH:9][CH:8]=2)[N:3]=1. (2) Given the reactants [CH2:1]([O:8][C:9]([NH:11][C:12]1[C:13]([C:23]([OH:25])=O)=[N:14][C:15]2[C:20]([CH:21]=1)=[CH:19][CH:18]=[C:17]([Br:22])[CH:16]=2)=[O:10])[C:2]1[CH:7]=[CH:6][CH:5]=[CH:4][CH:3]=1.[NH2:26][C:27]1[CH:28]=[N:29][CH:30]=[CH:31][C:32]=1[N:33]1[CH2:38][C@H:37]([CH3:39])[C@@H:36]([O:40][Si:41]([C:44]([CH3:47])([CH3:46])[CH3:45])([CH3:43])[CH3:42])[C@H:35]([NH:48][C:49](=[O:55])[O:50][C:51]([CH3:54])([CH3:53])[CH3:52])[CH2:34]1.CN(C(ON1N=NC2C=CC=NC1=2)=[N+](C)C)C.F[P-](F)(F)(F)(F)F.CCN(C(C)C)C(C)C, predict the reaction product. The product is: [CH2:1]([O:8][C:9](=[O:10])[NH:11][C:12]1[C:13]([C:23]([NH:26][C:27]2[CH:28]=[N:29][CH:30]=[CH:31][C:32]=2[N:33]2[CH2:38][C@H:37]([CH3:39])[C@@H:36]([O:40][Si:41]([C:44]([CH3:45])([CH3:46])[CH3:47])([CH3:43])[CH3:42])[C@H:35]([NH:48][C:49]([O:50][C:51]([CH3:52])([CH3:54])[CH3:53])=[O:55])[CH2:34]2)=[O:25])=[N:14][C:15]2[C:20]([CH:21]=1)=[CH:19][CH:18]=[C:17]([Br:22])[CH:16]=2)[C:2]1[CH:7]=[CH:6][CH:5]=[CH:4][CH:3]=1. (3) The product is: [CH3:1][N:2]([CH2:4][CH2:5][C@H:6]([O:12][C:13]1[C:22]2[C:17](=[CH:18][CH:19]=[CH:20][CH:21]=2)[CH:16]=[CH:15][CH:14]=1)[C:7]1[S:8][CH:9]=[CH:10][CH:11]=1)[CH3:3].[C:23]([C@H:26]([C@@H:28]([C:30]([O-:32])=[O:31])[OH:29])[OH:27])([O-:25])=[O:24]. Given the reactants [CH3:1][N:2]([CH2:4][CH2:5][CH:6]([O:12][C:13]1[C:22]2[C:17](=[CH:18][CH:19]=[CH:20][CH:21]=2)[CH:16]=[CH:15][CH:14]=1)[C:7]1[S:8][CH:9]=[CH:10][CH:11]=1)[CH3:3].[C:23]([C@H:26]([C@@H:28]([C:30]([O-:32])=[O:31])[OH:29])[OH:27])([O-:25])=[O:24].C(OCC)C, predict the reaction product. (4) Given the reactants [C:1]([O:5][C:6](=[O:15])[CH:7]([O:11][C:12](=[O:14])[CH3:13])[C:8]([CH3:10])=[O:9])([CH3:4])([CH3:3])[CH3:2].[H-].[Na+].[H][H].Cl[CH2:21][CH:22]=[C:23]([CH3:37])[CH2:24][CH2:25][CH:26]=[C:27]([CH3:36])[CH2:28][O:29][CH:30]1[CH2:35][CH2:34][CH2:33][CH2:32][O:31]1, predict the reaction product. The product is: [C:1]([O:5][C:6](=[O:15])[C:7]([O:11][C:12](=[O:14])[CH3:13])([C:8](=[O:9])[CH3:10])[CH2:21][CH:22]=[C:23]([CH3:37])[CH2:24][CH2:25][CH:26]=[C:27]([CH3:36])[CH2:28][O:29][CH:30]1[CH2:35][CH2:34][CH2:33][CH2:32][O:31]1)([CH3:2])([CH3:3])[CH3:4]. (5) Given the reactants [Cl:1][C:2]1[CH:12]=[C:11]([F:13])[C:10]([F:14])=[CH:9][C:3]=1[C:4]([N:6]=[C:7]=[O:8])=[O:5].Cl.[NH2:16][C:17]1[CH:22]=[CH:21][C:20]([C:23]2[NH:27][C:26](=[O:28])[O:25][N:24]=2)=[CH:19][C:18]=1[O:29][C:30]([F:33])([F:32])[F:31].CCN(C(C)C)C(C)C, predict the reaction product. The product is: [Cl:1][C:2]1[CH:12]=[C:11]([F:13])[C:10]([F:14])=[CH:9][C:3]=1[C:4]([NH:6][C:7]([NH:16][C:17]1[CH:22]=[CH:21][C:20]([C:23]2[NH:27][C:26](=[O:28])[O:25][N:24]=2)=[CH:19][C:18]=1[O:29][C:30]([F:31])([F:33])[F:32])=[O:8])=[O:5]. (6) Given the reactants [CH:1]1([NH:4][C:5]([C:7]2[CH:8]=[C:9]([F:31])[C:10]([CH3:30])=[C:11]([C:13]3[C:14]([C:27](O)=[O:28])=[CH:15][C:16]([C:19]([NH:21][CH2:22][C:23]([CH3:26])([CH3:25])[CH3:24])=[O:20])=[CH:17][CH:18]=3)[CH:12]=2)=[O:6])[CH2:3][CH2:2]1.CN(C(ON1N=NC2C=CC=CC1=2)=[N+](C)C)C.F[P-](F)(F)(F)(F)F.CCN(CC)CC.[CH3:63][N:64]1[CH2:69][CH2:68][N:67]([CH2:70][CH2:71][CH2:72][NH2:73])[CH2:66][CH2:65]1, predict the reaction product. The product is: [CH:1]1([NH:4][C:5]([C:7]2[CH:12]=[C:11]([C:13]3[C:14]([C:27]([NH:73][CH2:72][CH2:71][CH2:70][N:67]4[CH2:66][CH2:65][N:64]([CH3:63])[CH2:69][CH2:68]4)=[O:28])=[CH:15][C:16]([C:19]([NH:21][CH2:22][C:23]([CH3:24])([CH3:26])[CH3:25])=[O:20])=[CH:17][CH:18]=3)[C:10]([CH3:30])=[C:9]([F:31])[CH:8]=2)=[O:6])[CH2:2][CH2:3]1. (7) Given the reactants [Cl:1][C:2]1[CH:3]=[N:4][C:5]2[N:6]([N:8]=[C:9]([C:11]([OH:13])=O)[CH:10]=2)[CH:7]=1.[CH2:14]([O:16][C:17]([C:19]1[N:23]2[CH2:24][CH2:25][NH:26][CH:27]([CH3:28])[C:22]2=[N:21][N:20]=1)=[O:18])[CH3:15], predict the reaction product. The product is: [CH2:14]([O:16][C:17]([C:19]1[N:23]2[CH2:24][CH2:25][N:26]([C:11]([C:9]3[CH:10]=[C:5]4[N:4]=[CH:3][C:2]([Cl:1])=[CH:7][N:6]4[N:8]=3)=[O:13])[CH:27]([CH3:28])[C:22]2=[N:21][N:20]=1)=[O:18])[CH3:15].